This data is from Forward reaction prediction with 1.9M reactions from USPTO patents (1976-2016). The task is: Predict the product of the given reaction. (1) Given the reactants [Cl:1][C:2]1[CH:7]=[C:6]([C:8]2[C:17]3[C:12](=[CH:13][C:14]([S:18](OC4C(F)=C(F)C(F)=C(F)C=4F)(=[O:20])=[O:19])=[CH:15][CH:16]=3)[N:11]=[CH:10][N:9]=2)[C:5]([O:33][CH3:34])=[CH:4][C:3]=1[C:35]1[CH:40]=[CH:39][CH:38]=[C:37]([F:41])[CH:36]=1.[N:42]1[CH:47]=[CH:46][CH:45]=[C:44]([NH2:48])[N:43]=1.C1COCC1.C[Si]([N-][Si](C)(C)C)(C)C.[Li+], predict the reaction product. The product is: [Cl:1][C:2]1[CH:7]=[C:6]([C:8]2[C:17]3[C:12](=[CH:13][C:14]([S:18]([NH:48][C:44]4[N:43]=[N:42][CH:47]=[CH:46][CH:45]=4)(=[O:20])=[O:19])=[CH:15][CH:16]=3)[N:11]=[CH:10][N:9]=2)[C:5]([O:33][CH3:34])=[CH:4][C:3]=1[C:35]1[CH:40]=[CH:39][CH:38]=[C:37]([F:41])[CH:36]=1. (2) Given the reactants [CH3:1][S:2][C:3]1[CH:19]=[CH:18][C:6]([CH2:7][O:8][CH2:9][C:10]2[O:14][N:13]=[C:12]([C:15]([OH:17])=O)[CH:11]=2)=[CH:5][CH:4]=1.C(N(CC)CC)C.Cl.C(N=C=NCCCN(C)C)C.ON1C2C=CC=CC=2N=N1.[O:49]1[CH2:53][CH2:52][CH:51]([CH2:54][NH2:55])[CH2:50]1, predict the reaction product. The product is: [O:49]1[CH2:53][CH2:52][CH:51]([CH2:54][NH:55][C:15]([C:12]2[CH:11]=[C:10]([CH2:9][O:8][CH2:7][C:6]3[CH:5]=[CH:4][C:3]([S:2][CH3:1])=[CH:19][CH:18]=3)[O:14][N:13]=2)=[O:17])[CH2:50]1. (3) The product is: [Cl:1][C:2]1[S:6][C:5]([C:7]([NH:17][C@@H:18]([CH2:31][C:32]2[CH:33]=[CH:34][C:35]([F:38])=[CH:36][CH:37]=2)[CH2:19][N:20]2[C:28](=[O:29])[C:27]3[C:22](=[CH:23][CH:24]=[CH:25][CH:26]=3)[C:21]2=[O:30])=[O:9])=[CH:4][C:3]=1[C:10]1[N:14]([CH3:15])[N:13]=[CH:12][C:11]=1[Cl:16]. Given the reactants [Cl:1][C:2]1[S:6][C:5]([C:7]([OH:9])=O)=[CH:4][C:3]=1[C:10]1[N:14]([CH3:15])[N:13]=[CH:12][C:11]=1[Cl:16].[NH2:17][C@@H:18]([CH2:31][C:32]1[CH:37]=[CH:36][C:35]([F:38])=[CH:34][CH:33]=1)[CH2:19][N:20]1[C:28](=[O:29])[C:27]2[C:22](=[CH:23][CH:24]=[CH:25][CH:26]=2)[C:21]1=[O:30].CC(OC(N[C@H](C(O)=O)CC1C=CC=CC=1C(F)(F)F)=O)(C)C.C1CN([P+](Br)(N2CCCC2)N2CCCC2)CC1.F[P-](F)(F)(F)(F)F.CCN(C(C)C)C(C)C, predict the reaction product. (4) Given the reactants [NH:1]1[CH:5]=[C:4]([C:6]2[C:7]([NH2:13])=[N:8][C:9]([NH2:12])=[CH:10][CH:11]=2)[CH:3]=[N:2]1.[H-].[Na+].[CH2:16]([O:23][C:24]1[CH:31]=[CH:30][C:27]([CH2:28]Cl)=[CH:26][CH:25]=1)[C:17]1[CH:22]=[CH:21][CH:20]=[CH:19][CH:18]=1, predict the reaction product. The product is: [CH2:16]([O:23][C:24]1[CH:25]=[CH:26][C:27]([CH2:28][N:1]2[CH:5]=[C:4]([C:6]3[C:7]([NH2:13])=[N:8][C:9]([NH2:12])=[CH:10][CH:11]=3)[CH:3]=[N:2]2)=[CH:30][CH:31]=1)[C:17]1[CH:18]=[CH:19][CH:20]=[CH:21][CH:22]=1. (5) Given the reactants C[O:2][C:3](=[O:19])[C:4]1[CH:9]=[C:8]([C:10]2[O:11][CH:12]=[CH:13][N:14]=2)[CH:7]=[C:6]([O:15][CH2:16][CH:17]=[CH2:18])[CH:5]=1.[OH-].[Li+], predict the reaction product. The product is: [CH2:16]([O:15][C:6]1[CH:5]=[C:4]([CH:9]=[C:8]([C:10]2[O:11][CH:12]=[CH:13][N:14]=2)[CH:7]=1)[C:3]([OH:19])=[O:2])[CH:17]=[CH2:18]. (6) Given the reactants N[C@@H](CC1C=C(F)C=C(F)C=1)[C@@H]([C@H]1C[C@H](OC2C=CC=CC=2)CN1C(C1C=CC=CC=1)C1C=CC=CC=1)O.[NH2:39][C@@H:40]([CH2:68][C:69]1[CH:74]=[C:73]([F:75])[CH:72]=[C:71]([F:76])[CH:70]=1)[C@@H:41]([C@H:43]1[CH2:47][C@H:46]([O:48][C:49]2[CH:54]=[CH:53][CH:52]=[CH:51][N:50]=2)[CH2:45][N:44]1C(C1C=CC=CC=1)C1C=CC=CC=1)[OH:42].[C:77]([NH:80][C@:81]1([C@@H:130]([CH2:132][CH3:133])[CH3:131])[CH2:85][CH2:84][N:83]([C@@H:86]([CH2:121][CH2:122][C:123]2[CH:128]=[CH:127][CH:126]=[CH:125][CH:124]=2)[C:87](N[C@@H](CC2C=C(F)C=C(F)C=2)[C@@H]([C@H]2CCCCN2C(C2C=CC=CC=2)C2C=CC=CC=2)O)=[O:88])[C:82]1=[O:129])(=[O:79])[CH3:78].[Li+].[OH-], predict the reaction product. The product is: [C:77]([NH:80][C@:81]1([C@@H:130]([CH2:132][CH3:133])[CH3:131])[CH2:85][CH2:84][N:83]([C@@H:86]([CH2:121][CH2:122][C:123]2[CH:124]=[CH:125][CH:126]=[CH:127][CH:128]=2)[C:87]([NH:39][C@@H:40]([CH2:68][C:69]2[CH:70]=[C:71]([F:76])[CH:72]=[C:73]([F:75])[CH:74]=2)[C@H:41]([OH:42])[C@H:43]2[CH2:47][C@H:46]([O:48][C:49]3[CH:54]=[CH:53][CH:52]=[CH:51][N:50]=3)[CH2:45][NH:44]2)=[O:88])[C:82]1=[O:129])(=[O:79])[CH3:78]. (7) Given the reactants [OH:1][C:2]1[C:24]([O:25][CH3:26])=[CH:23][C:5]2[C:6]3[N:11]([CH:12]([CH:14]([CH3:16])[CH3:15])[CH2:13][C:4]=2[CH:3]=1)[CH:10]=[C:9]([C:17]([O:19][CH2:20][CH3:21])=[O:18])[C:8](=[O:22])[CH:7]=3.Br[CH2:28][CH2:29][CH2:30][CH2:31][O:32][CH3:33].C([O-])([O-])=O.[K+].[K+], predict the reaction product. The product is: [CH:14]([CH:12]1[N:11]2[C:6](=[CH:7][C:8](=[O:22])[C:9]([C:17]([O:19][CH2:20][CH3:21])=[O:18])=[CH:10]2)[C:5]2[CH:23]=[C:24]([O:25][CH3:26])[C:2]([O:1][CH2:28][CH2:29][CH2:30][CH2:31][O:32][CH3:33])=[CH:3][C:4]=2[CH2:13]1)([CH3:16])[CH3:15]. (8) Given the reactants C(OC(N[C@H]1CC[C@H](C(O)=O)CC1)=O)C1C=CC=CC=1.[Br:21][C:22]1[N:23]=[C:24]([C@H:32]2[CH2:37][CH2:36][C@H:35]([NH2:38])[CH2:34][CH2:33]2)[N:25]2[CH:30]=[CH:29][N:28]=[C:27]([CH3:31])[C:26]=12.C(=O)([O-])[O-].[K+].[K+].Br[CH2:46][CH:47]([F:49])[F:48], predict the reaction product. The product is: [Br:21][C:22]1[N:23]=[C:24]([C@H:32]2[CH2:37][CH2:36][C@H:35]([NH:38][CH2:46][CH:47]([F:49])[F:48])[CH2:34][CH2:33]2)[N:25]2[CH:30]=[CH:29][N:28]=[C:27]([CH3:31])[C:26]=12. (9) Given the reactants [NH2:1][C:2]1[CH:9]=[CH:8][CH:7]=[C:6]([O:10][C@H:11]2[CH2:16][CH2:15][C@H:14]([NH:17][C:18]3[N:23]=[CH:22][CH:21]=[CH:20][N:19]=3)[CH2:13][CH2:12]2)[C:3]=1[C:4]#[N:5].[C:24]([O:30][CH2:31][CH3:32])(=[O:29])[CH2:25][C:26]([CH3:28])=O, predict the reaction product. The product is: [NH2:5][C:4]1[C:3]2[C:2](=[CH:9][CH:8]=[CH:7][C:6]=2[O:10][C@H:11]2[CH2:16][CH2:15][C@H:14]([NH:17][C:18]3[N:19]=[CH:20][CH:21]=[CH:22][N:23]=3)[CH2:13][CH2:12]2)[N:1]=[C:26]([CH3:28])[C:25]=1[C:24]([O:30][CH2:31][CH3:32])=[O:29].